Dataset: Full USPTO retrosynthesis dataset with 1.9M reactions from patents (1976-2016). Task: Predict the reactants needed to synthesize the given product. (1) Given the product [N:42]1[CH:2]=[CH:3][CH:4]=[C:5]([C:8]2[CH:13]=[N:12][C:11]([N:14]3[CH2:15][CH2:16][N:17]([S:20]([CH2:23][C@H:24]([CH:29]([CH3:30])[CH3:31])[C:25]([NH:27][OH:28])=[O:26])(=[O:22])=[O:21])[CH2:18][CH2:19]3)=[N:10][CH:9]=2)[CH:6]=1, predict the reactants needed to synthesize it. The reactants are: F[C:2]1C=[CH:6][C:5]([C:8]2[CH:9]=[N:10][C:11]([N:14]3[CH2:19][CH2:18][N:17]([S:20]([CH2:23][C@H:24]([CH:29]([CH3:31])[CH3:30])[C:25]([NH:27][OH:28])=[O:26])(=[O:22])=[O:21])[CH2:16][CH2:15]3)=[N:12][CH:13]=2)=[CH:4][CH:3]=1.CC(C)[C@@H](CS([N:42]1CCN(C2N=CC(C3C=NC=CC=3)=CN=2)CC1)(=O)=O)C(O)=O. (2) The reactants are: S(=O)(=O)(O)O.[N+:6]([C:9]1[CH:17]=[C:16]2[C:12]([CH:13]=[C:14]([C:18]([OH:20])=[O:19])[NH:15]2)=[CH:11][CH:10]=1)([O-:8])=[O:7].[C:21](=O)(O)[O-].[Na+]. Given the product [N+:6]([C:9]1[CH:17]=[C:16]2[C:12]([CH:13]=[C:14]([C:18]([O:20][CH3:21])=[O:19])[NH:15]2)=[CH:11][CH:10]=1)([O-:8])=[O:7], predict the reactants needed to synthesize it.